From a dataset of Forward reaction prediction with 1.9M reactions from USPTO patents (1976-2016). Predict the product of the given reaction. (1) Given the reactants [NH2:1][C@@:2]([C:6]1[CH:11]=[C:10]([Br:12])[CH:9]=[CH:8][C:7]=1[F:13])([CH3:5])[CH2:3][OH:4].[CH3:14][O:15][C:16]1[CH:23]=[CH:22][C:19]([CH:20]=O)=[CH:18][CH:17]=1.C(O[BH-](OC(=O)C)OC(=O)C)(=O)C.[Na+].C(=O)([O-])O.[Na+], predict the reaction product. The product is: [Br:12][C:10]1[CH:9]=[CH:8][C:7]([F:13])=[C:6]([C@:2]([NH:1][CH2:20][C:19]2[CH:22]=[CH:23][C:16]([O:15][CH3:14])=[CH:17][CH:18]=2)([CH3:5])[CH2:3][OH:4])[CH:11]=1. (2) Given the reactants [Br:1][C:2]1[CH:3]=[CH:4][C:5]([I:11])=[C:6]([CH:10]=1)[C:7](O)=[O:8].C[N:13](C(ON1N=NC2C=CC=NC1=2)=[N+](C)C)C.F[P-](F)(F)(F)(F)F.[Cl-].[NH4+].[OH-].[NH4+], predict the reaction product. The product is: [Br:1][C:2]1[CH:3]=[CH:4][C:5]([I:11])=[C:6]([CH:10]=1)[C:7]([NH2:13])=[O:8].